This data is from Retrosynthesis with 50K atom-mapped reactions and 10 reaction types from USPTO. The task is: Predict the reactants needed to synthesize the given product. (1) Given the product CC(C)C(O)c1ccc(I)cc1, predict the reactants needed to synthesize it. The reactants are: CC(C)[Mg+].O=Cc1ccc(I)cc1. (2) Given the product CC(=O)N[C@H]1CC[C@H](CCN2CCN(c3nccc4c3OCC4)CC2)CC1, predict the reactants needed to synthesize it. The reactants are: CN(C)C(On1nnc2ccccc21)=[N+](C)C.N[C@H]1CC[C@H](CCN2CCN(c3nccc4c3OCC4)CC2)CC1. (3) Given the product COc1nnc(-c2cc(C(=O)N3CC(F)(c4ccc(C#N)cc4)C3)c(C)cc2C2CCC2)[nH]1, predict the reactants needed to synthesize it. The reactants are: COc1nnc(-c2cc(C(=O)O)c(C)cc2C2CCC2)[nH]1.N#Cc1ccc(C2(F)CNC2)cc1. (4) Given the product CC(=O)Nc1ccc(S(=O)CCCCOc2ccc3c(c2)C(C)(C)OC(=O)N3)cc1, predict the reactants needed to synthesize it. The reactants are: CC(=O)Nc1ccc(SCCCCOc2ccc3c(c2)C(C)(C)OC(=O)N3)cc1.OO. (5) Given the product CN(C)CCOc1cc(NS(=O)(=O)c2c(Cl)cc(C(F)(F)F)cc2Cl)ccc1Cl, predict the reactants needed to synthesize it. The reactants are: CN(C)CCOc1cc(N)ccc1Cl.O=S(=O)(Cl)c1c(Cl)cc(C(F)(F)F)cc1Cl. (6) Given the product CN(C)CCOc1ccc(Nc2c(C(=O)C3CC3)cnc3ccc(-c4cc(F)c(O)c(Cl)c4)cc23)cn1, predict the reactants needed to synthesize it. The reactants are: CC1(C)OB(c2cc(F)c(O)c(Cl)c2)OC1(C)C.CN(C)CCOc1ccc(Nc2c(C(=O)C3CC3)cnc3ccc(Br)cc23)cn1. (7) Given the product NCCNCCNCc1ccccc1, predict the reactants needed to synthesize it. The reactants are: NCCNCCN.O=Cc1ccccc1. (8) Given the product CCCCCOC(=O)c1cc([C@H]2CC[C@H](O)CC2)ccc1O, predict the reactants needed to synthesize it. The reactants are: CCCCCOC(=O)c1cc(C2CCC(=O)CC2)ccc1O.